This data is from Full USPTO retrosynthesis dataset with 1.9M reactions from patents (1976-2016). The task is: Predict the reactants needed to synthesize the given product. The reactants are: [CH3:1][C:2]1[CH:3]=[C:4]2[C:8](=[CH:9][CH:10]=1)[NH:7][N:6]=[CH:5]2.Br[CH2:12][C@H:13]([CH3:23])[CH2:14][O:15][Si:16]([C:19]([CH3:22])([CH3:21])[CH3:20])([CH3:18])[CH3:17].O. Given the product [Si:16]([O:15][CH2:14][C@@H:13]([CH3:23])[CH2:12][N:7]1[C:8]2[C:4](=[CH:3][C:2]([CH3:1])=[CH:10][CH:9]=2)[CH:5]=[N:6]1)([C:19]([CH3:20])([CH3:21])[CH3:22])([CH3:17])[CH3:18], predict the reactants needed to synthesize it.